Dataset: NCI-60 drug combinations with 297,098 pairs across 59 cell lines. Task: Regression. Given two drug SMILES strings and cell line genomic features, predict the synergy score measuring deviation from expected non-interaction effect. (1) Drug 1: CNC(=O)C1=CC=CC=C1SC2=CC3=C(C=C2)C(=NN3)C=CC4=CC=CC=N4. Drug 2: CN(CC1=CN=C2C(=N1)C(=NC(=N2)N)N)C3=CC=C(C=C3)C(=O)NC(CCC(=O)O)C(=O)O. Cell line: NCIH23. Synergy scores: CSS=13.1, Synergy_ZIP=-1.33, Synergy_Bliss=-0.0307, Synergy_Loewe=-18.2, Synergy_HSA=-1.19. (2) Drug 1: CCC1=CC2CC(C3=C(CN(C2)C1)C4=CC=CC=C4N3)(C5=C(C=C6C(=C5)C78CCN9C7C(C=CC9)(C(C(C8N6C)(C(=O)OC)O)OC(=O)C)CC)OC)C(=O)OC.C(C(C(=O)O)O)(C(=O)O)O. Drug 2: CC=C1C(=O)NC(C(=O)OC2CC(=O)NC(C(=O)NC(CSSCCC=C2)C(=O)N1)C(C)C)C(C)C. Cell line: 786-0. Synergy scores: CSS=20.0, Synergy_ZIP=-7.60, Synergy_Bliss=-2.58, Synergy_Loewe=-0.919, Synergy_HSA=1.15. (3) Drug 1: CC1=CC2C(CCC3(C2CCC3(C(=O)C)OC(=O)C)C)C4(C1=CC(=O)CC4)C. Drug 2: CC1C(C(=O)NC(C(=O)N2CCCC2C(=O)N(CC(=O)N(C(C(=O)O1)C(C)C)C)C)C(C)C)NC(=O)C3=C4C(=C(C=C3)C)OC5=C(C(=O)C(=C(C5=N4)C(=O)NC6C(OC(=O)C(N(C(=O)CN(C(=O)C7CCCN7C(=O)C(NC6=O)C(C)C)C)C)C(C)C)C)N)C. Cell line: RXF 393. Synergy scores: CSS=6.15, Synergy_ZIP=12.4, Synergy_Bliss=17.6, Synergy_Loewe=14.1, Synergy_HSA=13.4. (4) Drug 1: CC1=C2C(C(=O)C3(C(CC4C(C3C(C(C2(C)C)(CC1OC(=O)C(C(C5=CC=CC=C5)NC(=O)OC(C)(C)C)O)O)OC(=O)C6=CC=CC=C6)(CO4)OC(=O)C)OC)C)OC. Drug 2: CC12CCC3C(C1CCC2=O)CC(=C)C4=CC(=O)C=CC34C. Cell line: SNB-75. Synergy scores: CSS=40.2, Synergy_ZIP=-3.06, Synergy_Bliss=-0.753, Synergy_Loewe=-10.00, Synergy_HSA=3.07. (5) Drug 1: C1=CN(C(=O)N=C1N)C2C(C(C(O2)CO)O)O.Cl. Drug 2: C(CC(=O)O)C(=O)CN.Cl. Cell line: SNB-19. Synergy scores: CSS=35.0, Synergy_ZIP=-0.706, Synergy_Bliss=0.672, Synergy_Loewe=-16.3, Synergy_HSA=2.68. (6) Drug 1: CN(CC1=CN=C2C(=N1)C(=NC(=N2)N)N)C3=CC=C(C=C3)C(=O)NC(CCC(=O)O)C(=O)O. Drug 2: CC1CCCC2(C(O2)CC(NC(=O)CC(C(C(=O)C(C1O)C)(C)C)O)C(=CC3=CSC(=N3)C)C)C. Cell line: SK-OV-3. Synergy scores: CSS=43.2, Synergy_ZIP=-1.32, Synergy_Bliss=-2.45, Synergy_Loewe=-5.27, Synergy_HSA=-2.55. (7) Drug 1: CC1CCCC2(C(O2)CC(NC(=O)CC(C(C(=O)C(C1O)C)(C)C)O)C(=CC3=CSC(=N3)C)C)C. Drug 2: CC1C(C(CC(O1)OC2CC(CC3=C2C(=C4C(=C3O)C(=O)C5=C(C4=O)C(=CC=C5)OC)O)(C(=O)CO)O)N)O.Cl. Cell line: T-47D. Synergy scores: CSS=36.9, Synergy_ZIP=0.311, Synergy_Bliss=-0.518, Synergy_Loewe=0.857, Synergy_HSA=0.517.